This data is from Forward reaction prediction with 1.9M reactions from USPTO patents (1976-2016). The task is: Predict the product of the given reaction. (1) Given the reactants [Cl:1][C:2]1[CH:3]=[CH:4][CH:5]=[C:6]2[C:11]=1[N:10]=[CH:9][CH:8]=[C:7]2[C:12]#[N:13].CSC.Cl.CCN(CC)CC.[Br:25][C:26]1[CH:31]=[CH:30][C:29]([S:32](Cl)(=[O:34])=[O:33])=[CH:28][CH:27]=1, predict the reaction product. The product is: [Br:25][C:26]1[CH:31]=[CH:30][C:29]([S:32]([NH:13][CH2:12][C:7]2[C:6]3[C:11](=[C:2]([Cl:1])[CH:3]=[CH:4][CH:5]=3)[N:10]=[CH:9][CH:8]=2)(=[O:34])=[O:33])=[CH:28][CH:27]=1. (2) Given the reactants COC([C@@H]1CC[C@H](OC2C=CC(C([N:18]([C:38]3[N:39]=[N:40][C:41]([NH:44][CH:45]4[CH2:49][CH2:48][CH2:47][CH2:46]4)=[CH:42][CH:43]=3)[C:19]([C:21]3[CH:37]=[CH:36][C:24]([O:25][C@@H:26]4[CH2:31][CH2:30][C@H:29]([C:32]([O:34][CH3:35])=[O:33])[CH2:28][CH2:27]4)=[CH:23][CH:22]=3)=[O:20])=O)=CC=2)CC1)=O.O.NN, predict the reaction product. The product is: [CH2:19]([N:44]([CH:45]1[CH2:49][CH2:48][CH2:47][CH2:46]1)[C:41]1[N:40]=[N:39][C:38]([NH:18][C:19]([C:21]2[CH:37]=[CH:36][C:24]([O:25][C@@H:26]3[CH2:31][CH2:30][C@H:29]([C:32]([O:34][CH3:35])=[O:33])[CH2:28][CH2:27]3)=[CH:23][CH:22]=2)=[O:20])=[CH:43][CH:42]=1)[C:21]1[CH:37]=[CH:36][CH:24]=[CH:23][CH:22]=1. (3) Given the reactants [CH:1]1[C:10]2[C:5](=[CH:6][CH:7]=[CH:8][CH:9]=2)[CH:4]=[CH:3][C:2]=1[C:11]1[CH:18]=[C:15]([CH:16]=O)[C:14]([OH:19])=[CH:13][CH:12]=1.[NH2:20][C:21]1[CH:26]=[CH:25][CH:24]=[CH:23][C:22]=1[SH:27], predict the reaction product. The product is: [S:27]1[C:22]2[CH:23]=[CH:24][CH:25]=[CH:26][C:21]=2[N:20]=[C:16]1[C:15]1[CH:18]=[C:11]([C:2]2[CH:3]=[CH:4][C:5]3[C:10](=[CH:9][CH:8]=[CH:7][CH:6]=3)[CH:1]=2)[CH:12]=[CH:13][C:14]=1[OH:19]. (4) Given the reactants [CH2:1]([O:3][C@@H:4]([CH2:10][C:11]1[CH:16]=[CH:15][C:14]([O:17][CH2:18][C@@H:19]([OH:28])[C:20]2[CH:25]=[CH:24][CH:23]=[C:22]([O:26][CH3:27])[CH:21]=2)=[CH:13][CH:12]=1)[C:5]([O:7]CC)=[O:6])[CH3:2].[Li+].[OH-], predict the reaction product. The product is: [CH2:1]([O:3][C@@H:4]([CH2:10][C:11]1[CH:12]=[CH:13][C:14]([O:17][CH2:18][C@@H:19]([OH:28])[C:20]2[CH:25]=[CH:24][CH:23]=[C:22]([O:26][CH3:27])[CH:21]=2)=[CH:15][CH:16]=1)[C:5]([OH:7])=[O:6])[CH3:2]. (5) Given the reactants [Cl:1][C:2]1[N:7]=[C:6]([N:8](C(OC(C)(C)C)=O)[N:9](C(OC(C)(C)C)=O)C(OC(C)(C)C)=O)[C:5]([F:31])=[C:4]([N:32]2[CH2:37][CH:36]3[C:34]([N:38]([CH3:40])[CH3:39])([CH2:35]3)[CH2:33]2)[N:3]=1.Cl, predict the reaction product. The product is: [Cl:1][C:2]1[N:3]=[C:4]([N:32]2[CH2:37][CH:36]3[C:34]([N:38]([CH3:40])[CH3:39])([CH2:35]3)[CH2:33]2)[C:5]([F:31])=[C:6]([NH:8][NH2:9])[N:7]=1. (6) Given the reactants OS(O)(=O)=O.Cl[C:7]1[N:8]=[C:9]([C:24]2[CH:25]=[N:26][CH:27]=[C:28]([Cl:30])[CH:29]=2)[C:10]2[N:15]([CH2:16][C@H:17]3[CH2:22][CH2:21][C@H:20]([CH3:23])[CH2:19][CH2:18]3)[CH:14]=[CH:13][C:11]=2[N:12]=1.C[C:32]([N:34](C)C)=O, predict the reaction product. The product is: [Cl:30][C:28]1[CH:29]=[C:24]([C:9]2[C:10]3[N:15]([CH2:16][C@H:17]4[CH2:18][CH2:19][C@H:20]([CH3:23])[CH2:21][CH2:22]4)[CH:14]=[CH:13][C:11]=3[N:12]=[C:7]([C:32]#[N:34])[N:8]=2)[CH:25]=[N:26][CH:27]=1. (7) Given the reactants Br[CH2:2][CH2:3][CH2:4][C:5]1[S:6][C:7]2[C:13]([O:14][CH3:15])=[C:12]([O:16][CH3:17])[C:11]([O:18][CH3:19])=[CH:10][C:8]=2[N:9]=1.[NH:20]1[CH2:26][CH2:25][CH2:24][NH:23][CH2:22][CH2:21]1, predict the reaction product. The product is: [CH3:19][O:18][C:11]1[C:12]([O:16][CH3:17])=[C:13]([O:14][CH3:15])[C:7]2[S:6][C:5]([CH2:4][CH2:3][CH2:2][N:20]3[CH2:26][CH2:25][CH2:24][N:23]([CH2:2][CH2:3][CH2:4][C:5]4[S:6][C:7]5[C:13]([O:14][CH3:15])=[C:12]([O:16][CH3:17])[C:11]([O:18][CH3:19])=[CH:10][C:8]=5[N:9]=4)[CH2:22][CH2:21]3)=[N:9][C:8]=2[CH:10]=1. (8) Given the reactants [C:1]([C:5]1[CH:27]=[CH:26][C:8]([C:9]([C:11]2[N:12]([CH2:16][CH2:17][NH:18]C(=O)OC(C)(C)C)[CH:13]=[CH:14][CH:15]=2)=[O:10])=[CH:7][CH:6]=1)([CH3:4])([CH3:3])[CH3:2].Cl, predict the reaction product. The product is: [NH2:18][CH2:17][CH2:16][N:12]1[CH:13]=[CH:14][CH:15]=[C:11]1[C:9]([C:8]1[CH:7]=[CH:6][C:5]([C:1]([CH3:4])([CH3:3])[CH3:2])=[CH:27][CH:26]=1)=[O:10].